Dataset: NCI-60 drug combinations with 297,098 pairs across 59 cell lines. Task: Regression. Given two drug SMILES strings and cell line genomic features, predict the synergy score measuring deviation from expected non-interaction effect. Drug 1: CC(C)(C#N)C1=CC(=CC(=C1)CN2C=NC=N2)C(C)(C)C#N. Drug 2: CC=C1C(=O)NC(C(=O)OC2CC(=O)NC(C(=O)NC(CSSCCC=C2)C(=O)N1)C(C)C)C(C)C. Cell line: NCI/ADR-RES. Synergy scores: CSS=-1.35, Synergy_ZIP=-0.944, Synergy_Bliss=-2.57, Synergy_Loewe=-4.00, Synergy_HSA=-3.23.